From a dataset of Full USPTO retrosynthesis dataset with 1.9M reactions from patents (1976-2016). Predict the reactants needed to synthesize the given product. (1) Given the product [CH:1]1([C@H:7]([NH:12][C:13]([C:15]2[O:16][C:17]([C:20]3[CH:25]=[CH:24][C:23]4[N:26]=[C:42]([C:33]5[N:29]([CH3:28])[N:30]=[C:31]([CH3:36])[CH:32]=5)[NH:27][C:22]=4[CH:21]=3)=[CH:18][CH:19]=2)=[O:14])[C:8](=[O:11])[NH:9][CH3:10])[CH2:6][CH2:5][CH2:4][CH2:3][CH2:2]1, predict the reactants needed to synthesize it. The reactants are: [CH:1]1([C@H:7]([NH:12][C:13]([C:15]2[O:16][C:17]([C:20]3[CH:25]=[CH:24][C:23]([NH2:26])=[C:22]([NH2:27])[CH:21]=3)=[CH:18][CH:19]=2)=[O:14])[C:8](=[O:11])[NH:9][CH3:10])[CH2:6][CH2:5][CH2:4][CH2:3][CH2:2]1.[CH3:28][N:29]1[CH:33]=[C:32](C=O)[C:31]([CH3:36])=[N:30]1.S(=O)(O)[O-].[Na+].[CH3:42]N(C=O)C. (2) Given the product [CH3:26][S:23]([C:17]1[CH:16]=[C:15]2[C:20]([CH2:21][CH2:22][CH:13]([CH2:12][NH:30][CH:28]([CH3:29])[CH3:27])[O:14]2)=[CH:19][CH:18]=1)(=[O:24])=[O:25], predict the reactants needed to synthesize it. The reactants are: CC1C=CC(S(O[CH2:12][CH:13]2[CH2:22][CH2:21][C:20]3[C:15](=[CH:16][C:17]([S:23]([CH3:26])(=[O:25])=[O:24])=[CH:18][CH:19]=3)[O:14]2)(=O)=O)=CC=1.[CH3:27][CH:28]([NH2:30])[CH3:29]. (3) Given the product [CH3:18][N:15]1[CH2:14][CH2:13][N:12]([C:8]2[N:7]3[C:3]([CH2:2][NH:1][S:38]([C:32]4[CH:37]=[CH:36][CH:35]=[CH:34][CH:33]=4)(=[O:40])=[O:39])=[C:4]([CH2:19][N:20]([CH3:31])[C@@H:21]4[C:30]5[N:29]=[CH:28][CH:27]=[CH:26][C:25]=5[CH2:24][CH2:23][CH2:22]4)[N:5]=[C:6]3[CH:11]=[CH:10][CH:9]=2)[CH2:17][CH2:16]1, predict the reactants needed to synthesize it. The reactants are: [NH2:1][CH2:2][C:3]1[N:7]2[C:8]([N:12]3[CH2:17][CH2:16][N:15]([CH3:18])[CH2:14][CH2:13]3)=[CH:9][CH:10]=[CH:11][C:6]2=[N:5][C:4]=1[CH2:19][N:20]([CH3:31])[C@@H:21]1[C:30]2[N:29]=[CH:28][CH:27]=[CH:26][C:25]=2[CH2:24][CH2:23][CH2:22]1.[C:32]1([S:38](Cl)(=[O:40])=[O:39])[CH:37]=[CH:36][CH:35]=[CH:34][CH:33]=1. (4) Given the product [CH3:1][C:2]1[N:7]=[C:6]([CH2:8][NH2:9])[CH:5]=[CH:4][CH:3]=1, predict the reactants needed to synthesize it. The reactants are: [CH3:1][C:2]1[N:7]=[C:6]([CH2:8][N:9]2C(=O)C3C(=CC=CC=3)C2=O)[CH:5]=[CH:4][CH:3]=1.O.NN. (5) Given the product [OH:32][C:13]12[C:24]3[C:29](=[CH:28][CH:27]=[CH:26][CH:25]=3)[C:30](=[O:31])[C:12]1([NH:11][CH:1]=[O:2])[C:16]1[CH:17]=[CH:18][C:19]([CH:21]([CH3:23])[CH3:22])=[CH:20][C:15]=1[O:14]2, predict the reactants needed to synthesize it. The reactants are: [CH:1](O)=[O:2].C(OC(=O)C)(=O)C.[NH2:11][C:12]12[C:30](=[O:31])[C:29]3[C:24](=[CH:25][CH:26]=[CH:27][CH:28]=3)[C:13]1([OH:32])[O:14][C:15]1[CH:20]=[C:19]([CH:21]([CH3:23])[CH3:22])[CH:18]=[CH:17][C:16]=12. (6) Given the product [Cl:18][C:12]1[CH:13]=[C:14]([N:17]=[CH:8][C:7]2[CH:6]=[CH:5][N:4]=[CH:3][C:2]=2[OH:1])[CH:15]=[CH:16][C:11]=1[F:10], predict the reactants needed to synthesize it. The reactants are: [OH:1][C:2]1[CH:3]=[N:4][CH:5]=[CH:6][C:7]=1[CH:8]=O.[F:10][C:11]1[CH:16]=[CH:15][C:14]([NH2:17])=[CH:13][C:12]=1[Cl:18].